This data is from Forward reaction prediction with 1.9M reactions from USPTO patents (1976-2016). The task is: Predict the product of the given reaction. The product is: [F:14][C:15]([F:22])([F:21])[CH2:16][O:17][C:18]([NH:7][C:5](=[O:6])[C@H:3]([CH3:4])[NH2:2])=[O:19]. Given the reactants Cl.[NH2:2][C@H:3]([C:5]([NH2:7])=[O:6])[CH3:4].O.C(=O)([O-])O.[Na+].[F:14][C:15]([F:22])([F:21])[CH2:16][O:17][C:18](Cl)=[O:19], predict the reaction product.